This data is from Reaction yield outcomes from USPTO patents with 853,638 reactions. The task is: Predict the reaction yield, written as a fraction of the theoretical maximum amount of product (1.0 means a 100% yield; for example, 0.34 means a 34% yield). (1) The reactants are [C:1]([O:5][C:6](=[O:28])[NH:7][C:8]1[S:9][C:10]2[CH:16]=[C:15]([CH:17]=[O:18])[CH:14]=[C:13]([C:19]3[CH:24]=[CH:23][CH:22]=[C:21]([N+:25]([O-:27])=[O:26])[CH:20]=3)[C:11]=2[N:12]=1)([CH3:4])([CH3:3])[CH3:2].[BH4-].[Na+]. The catalyst is C(Cl)Cl.CO. The product is [C:1]([O:5][C:6](=[O:28])[NH:7][C:8]1[S:9][C:10]2[CH:16]=[C:15]([CH2:17][OH:18])[CH:14]=[C:13]([C:19]3[CH:24]=[CH:23][CH:22]=[C:21]([N+:25]([O-:27])=[O:26])[CH:20]=3)[C:11]=2[N:12]=1)([CH3:4])([CH3:2])[CH3:3]. The yield is 0.290. (2) The reactants are CO[C:3]([C:5]1[N:6]=[CH:7][C:8]2[C:13]([C:14]=1[OH:15])=[CH:12][CH:11]=[C:10]([O:16][C:17]1[CH:22]=[CH:21][C:20]([O:23][CH3:24])=[CH:19][CH:18]=1)[CH:9]=2)=[O:4].[NH2:25][CH2:26][C@H:27]([OH:31])[C:28]([OH:30])=[O:29].C[O-].[Na+].CO. No catalyst specified. The product is [OH:31][C@@H:27]([CH2:26][NH:25][C:3]([C:5]1[N:6]=[CH:7][C:8]2[C:13]([C:14]=1[OH:15])=[CH:12][CH:11]=[C:10]([O:16][C:17]1[CH:22]=[CH:21][C:20]([O:23][CH3:24])=[CH:19][CH:18]=1)[CH:9]=2)=[O:4])[C:28]([OH:30])=[O:29]. The yield is 0.150. (3) The reactants are [CH2:1]([O:3][C:4]([O:6][C:7]1[CH:8]=[C:9]([CH2:19][C@H:20]([NH:31]C(OC(C)(C)C)=O)[C:21]([O:23][C@H:24]([CH3:30])[CH2:25][O:26][C:27](=[O:29])[CH3:28])=[O:22])[CH:10]=[CH:11][C:12]=1[O:13][C:14]([O:16][CH2:17][CH3:18])=[O:15])=[O:5])[CH3:2].[ClH:39]. The catalyst is O1CCOCC1. The product is [ClH:39].[NH2:31][C@@H:20]([CH2:19][C:9]1[CH:10]=[CH:11][C:12]([O:13][C:14]([O:16][CH2:17][CH3:18])=[O:15])=[C:7]([O:6][C:4]([O:3][CH2:1][CH3:2])=[O:5])[CH:8]=1)[C:21]([O:23][C@H:24]([CH3:30])[CH2:25][O:26][C:27](=[O:29])[CH3:28])=[O:22]. The yield is 1.00.